Task: Predict the reaction yield, written as a fraction of the theoretical maximum amount of product (1.0 means a 100% yield; for example, 0.34 means a 34% yield).. Dataset: Reaction yield outcomes from USPTO patents with 853,638 reactions (1) The reactants are [CH2:1]([C:5]1[N:6]=[C:7]([CH2:27][CH3:28])[NH:8][C:9](=[O:26])[C:10]=1[CH2:11][C:12]1[CH:17]=[CH:16][C:15]([C:18]2[C:19]([C:24]#[N:25])=[CH:20][CH:21]=[CH:22][CH:23]=2)=[CH:14][CH:13]=1)[CH2:2][CH2:3][CH3:4].[C:29]([O:32][CH2:33][C:34]([CH3:46])([CH3:45])[O:35][C:36]1[CH:41]=[CH:40][C:39](B(O)O)=[CH:38][CH:37]=1)(=[O:31])[CH3:30].C(N(CC)CC)C.N1C=CC=CC=1. The catalyst is ClCCl.C(OCC)(=O)C.C([O-])(=O)C.[Cu+2].C([O-])(=O)C. The product is [C:29]([O:32][CH2:33][C:34]([O:35][C:36]1[CH:37]=[CH:38][C:39]([N:8]2[C:9](=[O:26])[C:10]([CH2:11][C:12]3[CH:17]=[CH:16][C:15]([C:18]4[CH:23]=[CH:22][CH:21]=[CH:20][C:19]=4[C:24]#[N:25])=[CH:14][CH:13]=3)=[C:5]([CH2:1][CH2:2][CH2:3][CH3:4])[N:6]=[C:7]2[CH2:27][CH3:28])=[CH:40][CH:41]=1)([CH3:46])[CH3:45])(=[O:31])[CH3:30]. The yield is 0.760. (2) The reactants are Cl[CH2:2][CH2:3][CH2:4][O:5][C:6]1[CH:14]=[CH:13][C:12]2[N:11]3[CH2:15][CH2:16][CH2:17][NH:18][C:19](=[O:20])[C:10]3=[CH:9][C:8]=2[CH:7]=1.[NH:21]1[CH2:25][CH2:24][CH2:23][CH2:22]1.C(=O)([O-])[O-].[K+].[K+]. No catalyst specified. The product is [N:21]1([CH2:2][CH2:3][CH2:4][O:5][C:6]2[CH:14]=[CH:13][C:12]3[N:11]4[CH2:15][CH2:16][CH2:17][NH:18][C:19](=[O:20])[C:10]4=[CH:9][C:8]=3[CH:7]=2)[CH2:25][CH2:24][CH2:23][CH2:22]1. The yield is 0.500.